The task is: Binary Classification. Given a miRNA mature sequence and a target amino acid sequence, predict their likelihood of interaction.. This data is from Experimentally validated miRNA-target interactions with 360,000+ pairs, plus equal number of negative samples. (1) The miRNA is hsa-miR-16-5p with sequence UAGCAGCACGUAAAUAUUGGCG. The protein sequence of the target gene is MAADVFMCSPRRPRSRGRQVLLKPQVSEDDDDSDTDEPSPPPASGAATPARAHASAAPPPPRAGPGREEPPRRQQIIHSGHFMVSSPHREHPPKKGYDFDTVNKQTCQTYSFGKTSSCHLSIDASLTKLFECMTLAYSGKLVSPKWKNFKGLKLQWRDKIRLNNAIWRAWYMQYLEKRKNPVCHFVTPLDGSVDVDEHRRPEAITTEGKYWKSRIEIVIREYHKWRTYFKKRLQQHKDEDLSSLVQDDDMLYWHKHGDGWKTPVPMEEDPLLDTDMLMSEFSDTLFSTLSSHQPVAWPNP.... Result: 1 (interaction). (2) The miRNA is hsa-miR-1292-5p with sequence UGGGAACGGGUUCCGGCAGACGCUG. The protein sequence of the target gene is MSKLKSSESVRVVVRCRPMNGKEKAASYDKVVDVDVKLGQVSVKNPKGTAHEMPKTFTFDAVYDWNAKQFELYDETFRPLVDSVLQGFNGTIFAYGQTGTGKTYTMEGIRGDPEKRGVIPNSFDHIFTHISRSQNQQYLVRASYLEIYQEEIRDLLSKDQTKRLELKERPDTGVYVKDLSSFVTKSVKEIEHVMNVGNQNRSVGATNMNEHSSRSHAIFVITIECSEVGLDGENHIRVGKLNLVDLAGSERQAKTGAQGERLKEATKINLSLSALGNVISALVDGKSTHIPYRDSKLTRL.... Result: 1 (interaction). (3) The miRNA is mmu-miR-96-3p with sequence CAAUCAUGUGUAGUGCCAAUAU. The protein sequence of the target gene is METLYRVPFLVLECPNLKLKKPPWLHMPSAMTVYALVVVSYFLITGGIIYDVIVEPPSVGSMTDEHGHQRPVAFLAYRVNGQYIMEGLASSFLFTMGGLGFIILDRSNAPNIPKLNRFLLLFIGFVCVLLSFFMARVFMRMKLPGYLMG. Result: 0 (no interaction). (4) The miRNA is cel-miR-795-5p with sequence UGAGGUAGAUUGAUCAGCGAGCUU. The protein sequence of the target gene is MEALKVEKFTTANRGNGLRAVAPLRPGELLFRSDPLAYTVCKGSRGVVCDRCLLGKEKLMRCSQCRIAKYCSAKCQKKAWPDHRRECSCLKSCKPRYPPDSVRLLGRVIVKLMDEKPSESEKLYSFYDLESNISKLTEDKKEGLRQLAMTFQHFMREEIQDASQLPPSFDLFEAFAKVICNSFTICNAEMQEVGVGLYPSMSLLNHSCDPNCSIVFNGPHLLLRAVREIEAGEELTICYLDMLMTSEERRKQLRDQYCFECDCIRCQTQDKDADMLTGDEQIWKEVQESLKKIEELKAHW.... Result: 0 (no interaction).